Dataset: Peptide-MHC class I binding affinity with 185,985 pairs from IEDB/IMGT. Task: Regression. Given a peptide amino acid sequence and an MHC pseudo amino acid sequence, predict their binding affinity value. This is MHC class I binding data. (1) The MHC is HLA-A02:01 with pseudo-sequence HLA-A02:01. The peptide sequence is YMSNLFDIPL. The binding affinity (normalized) is 0.734. (2) The peptide sequence is FTTVIKTLL. The MHC is H-2-Kb with pseudo-sequence H-2-Kb. The binding affinity (normalized) is 0.187. (3) The peptide sequence is FGRCELAA. The MHC is H-2-Kb with pseudo-sequence H-2-Kb. The binding affinity (normalized) is 0.0735. (4) The peptide sequence is KLDAWLLPF. The MHC is HLA-A69:01 with pseudo-sequence HLA-A69:01. The binding affinity (normalized) is 0.0847. (5) The peptide sequence is RLFYTFFSY. The MHC is HLA-A03:01 with pseudo-sequence HLA-A03:01. The binding affinity (normalized) is 1.00.